Dataset: Full USPTO retrosynthesis dataset with 1.9M reactions from patents (1976-2016). Task: Predict the reactants needed to synthesize the given product. The reactants are: Cl.[Cl:2][C:3]1[CH:8]=[CH:7][C:6]([C:9]2([CH:13]3[C:22]4[C:17](=[CH:18][CH:19]=[C:20]([O:23][CH2:24][CH2:25][NH:26][S:27]([CH2:30][CH2:31][CH2:32][CH3:33])(=[O:29])=[O:28])[CH:21]=4)[CH2:16][CH2:15][NH:14]3)[CH2:12][CH2:11][CH2:10]2)=[CH:5][CH:4]=1.[C:34](=O)([O-])[O-].[K+].[K+].CI. Given the product [Cl:2][C:3]1[CH:8]=[CH:7][C:6]([C:9]2([CH:13]3[C:22]4[C:17](=[CH:18][CH:19]=[C:20]([O:23][CH2:24][CH2:25][NH:26][S:27]([CH2:30][CH2:31][CH2:32][CH3:33])(=[O:28])=[O:29])[CH:21]=4)[CH2:16][CH2:15][N:14]3[CH3:34])[CH2:10][CH2:11][CH2:12]2)=[CH:5][CH:4]=1, predict the reactants needed to synthesize it.